The task is: Predict the reaction yield, written as a fraction of the theoretical maximum amount of product (1.0 means a 100% yield; for example, 0.34 means a 34% yield).. This data is from Reaction yield outcomes from USPTO patents with 853,638 reactions. The reactants are [F:1][C:2]1[C:7]([CH2:8]O)=[C:6]([F:10])[CH:5]=[CH:4][C:3]=1[OH:11].P(Br)(Br)[Br:13]. The catalyst is C(OCC)C.ClCCl. The product is [Br:13][CH2:8][C:7]1[C:2]([F:1])=[C:3]([OH:11])[CH:4]=[CH:5][C:6]=1[F:10]. The yield is 0.470.